From a dataset of Reaction yield outcomes from USPTO patents with 853,638 reactions. Predict the reaction yield, written as a fraction of the theoretical maximum amount of product (1.0 means a 100% yield; for example, 0.34 means a 34% yield). (1) The reactants are [CH2:1](Br)[C:2]1[CH:7]=[CH:6][CH:5]=[CH:4][CH:3]=1.[OH:9][C:10]1[CH:11]=[N:12][C:13]([CH3:16])=[CH:14][CH:15]=1.C(=O)([O-])[O-].[K+].[K+].O. The catalyst is C(#N)C.C(OCC)(=O)C. The product is [CH2:1]([O:9][C:10]1[CH:15]=[CH:14][C:13]([CH3:16])=[N:12][CH:11]=1)[C:2]1[CH:7]=[CH:6][CH:5]=[CH:4][CH:3]=1. The yield is 0.230. (2) The reactants are [N:1]([CH:4]1[CH2:10][CH2:9][N:8]([C:11]2[N:15]([CH3:16])[N:14]=[CH:13][C:12]=2[N+:17]([O-:19])=[O:18])[CH2:7][CH2:6][CH:5]1[OH:20])=[N+:2]=[N-:3].N([CH:24]1C(O)CCN(C(OC(C)(C)C)=O)C[CH2:25]1)=[N+]=[N-]. No catalyst specified. The product is [N:1]([CH:4]1[CH2:10][CH2:9][N:8]([C:11]2[N:15]([CH:16]3[CH2:25][CH2:24]3)[N:14]=[CH:13][C:12]=2[N+:17]([O-:19])=[O:18])[CH2:7][CH2:6][CH:5]1[OH:20])=[N+:2]=[N-:3]. The yield is 0.720. (3) The reactants are [Cl:1][C:2]1[C:3]([C:22]#[N:23])=[C:4]([C:8]([NH:10][C@@H:11]2[CH2:16][CH2:15][N:14](C(OC)=O)[CH2:13][C@@H:12]2[CH3:21])=[O:9])[NH:5][C:6]=1[CH3:7].[OH-].[K+].O.NN.O. The catalyst is C(O)CO. The product is [Cl:1][C:2]1[C:3]([C:22]#[N:23])=[C:4]([C:8]([NH:10][C@@H:11]2[CH2:16][CH2:15][NH:14][CH2:13][C@@H:12]2[CH3:21])=[O:9])[NH:5][C:6]=1[CH3:7]. The yield is 0.630. (4) The reactants are [NH2:1][CH2:2][C@H:3]1[CH2:7][CH2:6][CH2:5][C@@H:4]1[NH:8][C:9]1[CH:18]=[C:17]([CH3:19])[C:16]2[C:11](=[CH:12][CH:13]=[C:14]([O:20][CH3:21])[CH:15]=2)[N:10]=1.[CH3:22][N:23]1[C:31]2[C:26](=[CH:27][CH:28]=[CH:29][CH:30]=2)[C:25]([CH:32]=O)=[CH:24]1.[BH4-].[Na+].Cl.[OH-].[Na+]. The catalyst is CO.O. The product is [CH3:21][O:20][C:14]1[CH:15]=[C:16]2[C:11](=[CH:12][CH:13]=1)[N:10]=[C:9]([NH:8][C@H:4]1[CH2:5][CH2:6][CH2:7][C@@H:3]1[CH2:2][NH:1][CH2:32][C:25]1[C:26]3[C:31](=[CH:30][CH:29]=[CH:28][CH:27]=3)[N:23]([CH3:22])[CH:24]=1)[CH:18]=[C:17]2[CH3:19]. The yield is 0.400.